This data is from Full USPTO retrosynthesis dataset with 1.9M reactions from patents (1976-2016). The task is: Predict the reactants needed to synthesize the given product. (1) Given the product [CH2:33]([N:30]1[C:25]2=[N:26][C:27]([CH2:28][CH3:29])=[C:22]([CH2:21][NH:20][C:18]([C:14]3[CH:15]=[CH:16][CH:17]=[C:12]([C:10]([NH:9][CH2:8][C:6]4[CH:7]=[C:2]([C:54]5[CH:55]=[CH:56][CH:57]=[C:52]([CH2:51][N:49]6[CH2:48][CH2:47][NH:46][C@@H:45]([CH3:44])[CH2:50]6)[CH:53]=5)[CH:3]=[CH:4][C:5]=4[O:42][CH3:43])=[O:11])[CH:13]=3)=[O:19])[C:23]([NH:35][CH:36]3[CH2:41][CH2:40][O:39][CH2:38][CH2:37]3)=[C:24]2[CH:32]=[N:31]1)[CH3:34], predict the reactants needed to synthesize it. The reactants are: Br[C:2]1[CH:3]=[CH:4][C:5]([O:42][CH3:43])=[C:6]([CH2:8][NH:9][C:10]([C:12]2[CH:17]=[CH:16][CH:15]=[C:14]([C:18]([NH:20][CH2:21][C:22]3[C:23]([NH:35][CH:36]4[CH2:41][CH2:40][O:39][CH2:38][CH2:37]4)=[C:24]4[CH:32]=[N:31][N:30]([CH2:33][CH3:34])[C:25]4=[N:26][C:27]=3[CH2:28][CH3:29])=[O:19])[CH:13]=2)=[O:11])[CH:7]=1.[CH3:44][C@H:45]1[CH2:50][N:49]([CH2:51][C:52]2[CH:57]=[CH:56][CH:55]=[C:54](B3OC(C)(C)C(C)(C)O3)[CH:53]=2)[CH2:48][CH2:47][N:46]1C(OC(C)(C)C)=O.C([O-])([O-])=O.[Na+].[Na+].C(O)(C(F)(F)F)=O. (2) Given the product [C:9]([C:10]1[CH:12]=[C:17]([C:1]([OH:3])=[O:2])[C:16]2[C:19]([CH:23]=1)=[CH:20][CH:21]=[CH:14][CH:15]=2)#[N:4], predict the reactants needed to synthesize it. The reactants are: [C:1](=[O:3])=[O:2].[N:4]#N.C(=O)=O.[CH3:9][C:10]([CH3:12])=O.[Li][CH2:14][CH2:15][CH2:16][CH3:17].Cl.[CH2:19]1[CH2:23]O[CH2:21][CH2:20]1. (3) Given the product [F:22][C:12]([F:11])([F:21])[CH2:13][N:14]1[CH2:19][CH2:18][CH:17]([N:20]2[CH2:8][CH2:7][CH:2]2[C:3]([O:5][CH3:6])=[O:4])[CH2:16][CH2:15]1, predict the reactants needed to synthesize it. The reactants are: Br[CH:2]([CH2:7][CH2:8]Br)[C:3]([O:5][CH3:6])=[O:4].Cl.[F:11][C:12]([F:22])([F:21])[CH2:13][N:14]1[CH2:19][CH2:18][CH:17]([NH2:20])[CH2:16][CH2:15]1. (4) Given the product [CH2:29]([O:28][C:26](=[O:27])[CH:25]([NH:24][C:14]([CH:10]1[CH2:11][CH2:12][CH2:13][N:8]([C:6]([O:5][C:1]([CH3:2])([CH3:3])[CH3:4])=[O:7])[CH2:9]1)=[O:16])[C:31](=[O:45])[C:32]1[CH:37]=[CH:36][C:35]([O:38][C:39]2[CH:44]=[CH:43][CH:42]=[CH:41][CH:40]=2)=[CH:34][CH:33]=1)[CH3:30], predict the reactants needed to synthesize it. The reactants are: [C:1]([O:5][C:6]([N:8]1[CH2:13][CH2:12][CH2:11][CH:10]([C:14]([OH:16])=O)[CH2:9]1)=[O:7])([CH3:4])([CH3:3])[CH3:2].C(Cl)(=O)C(Cl)=O.Cl.[NH2:24][CH:25]([C:31](=[O:45])[C:32]1[CH:37]=[CH:36][C:35]([O:38][C:39]2[CH:44]=[CH:43][CH:42]=[CH:41][CH:40]=2)=[CH:34][CH:33]=1)[C:26]([O:28][CH2:29][CH3:30])=[O:27]. (5) The reactants are: C(OC([N:11]1[CH2:20][CH2:19][C:14]2([O:18][CH2:17][CH2:16][O:15]2)[CH:13]([F:21])[CH2:12]1)=O)C1C=CC=CC=1. Given the product [F:21][CH:13]1[CH2:12][NH:11][CH2:20][CH2:19][C:14]21[O:18][CH2:17][CH2:16][O:15]2, predict the reactants needed to synthesize it. (6) Given the product [NH:25]1[CH:24]=[C:23]([C:2]2[C:11]3[C:6](=[CH:7][CH:8]=[CH:9][CH:10]=3)[N:5]=[CH:4][CH:3]=2)[CH:27]=[N:26]1, predict the reactants needed to synthesize it. The reactants are: Cl[C:2]1[C:11]2[C:6](=[CH:7][CH:8]=[CH:9][CH:10]=2)[N:5]=[CH:4][CH:3]=1.C(C1(CC)C(CC)(CC)OB([C:23]2[CH:24]=[N:25][NH:26][CH:27]=2)O1)C.C([O-])([O-])=O.[Na+].[Na+].C(O)C. (7) Given the product [CH2:1]([N:3]1[CH2:8][CH2:7][O:6][CH:5]([C:9]2[CH:14]=[CH:13][C:12]([NH2:15])=[CH:11][CH:10]=2)[CH2:4]1)[CH3:2], predict the reactants needed to synthesize it. The reactants are: [CH2:1]([N:3]1[CH2:8][CH2:7][O:6][CH:5]([C:9]2[CH:14]=[CH:13][C:12]([N+:15]([O-])=O)=[CH:11][CH:10]=2)[CH2:4]1)[CH3:2].CO.C([O-])=O.[NH4+].